Dataset: Full USPTO retrosynthesis dataset with 1.9M reactions from patents (1976-2016). Task: Predict the reactants needed to synthesize the given product. (1) Given the product [Cl:17][CH2:16][CH2:15][CH2:14][N:2]([CH3:1])[CH:3]1[CH2:6][CH2:5][CH2:4]1, predict the reactants needed to synthesize it. The reactants are: [CH3:1][NH:2][CH:3]1[CH2:6][CH2:5][CH2:4]1.C(=O)([O-])[O-].[K+].[K+].Br[CH2:14][CH2:15][CH2:16][Cl:17]. (2) Given the product [C:1]([O:5][C:6](=[O:43])[CH2:7][O:8][C:9]1[CH:10]=[CH:11][C:12]2[CH2:18][CH2:17][CH2:16][CH:15]([NH:19][CH2:20][C@H:21]([OH:22])[C:23]3[CH:28]=[CH:27][C:26]([OH:29])=[C:25]([NH:37][S:38]([CH3:41])(=[O:40])=[O:39])[CH:24]=3)[CH2:14][C:13]=2[CH:42]=1)([CH3:4])([CH3:2])[CH3:3], predict the reactants needed to synthesize it. The reactants are: [C:1]([O:5][C:6](=[O:43])[CH2:7][O:8][C:9]1[CH:10]=[CH:11][C:12]2[CH2:18][CH2:17][CH2:16][CH:15]([NH:19][CH2:20][C@@H:21]([C:23]3[CH:28]=[CH:27][C:26]([O:29]CC4C=CC=CC=4)=[C:25]([NH:37][S:38]([CH3:41])(=[O:40])=[O:39])[CH:24]=3)[OH:22])[CH2:14][C:13]=2[CH:42]=1)([CH3:4])([CH3:3])[CH3:2].[H][H].